From a dataset of Reaction yield outcomes from USPTO patents with 853,638 reactions. Predict the reaction yield, written as a fraction of the theoretical maximum amount of product (1.0 means a 100% yield; for example, 0.34 means a 34% yield). (1) The reactants are [C:1]1([C:15]([OH:17])=O)[C:14]2[C:5](=[CH:6][C:7]3[C:12]([CH:13]=2)=[CH:11][CH:10]=[CH:9][CH:8]=3)[CH:4]=[CH:3][CH:2]=1.C[N:19](C=O)C.C(Cl)(=O)C(Cl)=O.[OH-].[NH4+]. The catalyst is C1COCC1. The product is [C:1]1([C:15]([NH2:19])=[O:17])[C:14]2[C:5](=[CH:6][C:7]3[C:12]([CH:13]=2)=[CH:11][CH:10]=[CH:9][CH:8]=3)[CH:4]=[CH:3][CH:2]=1. The yield is 1.00. (2) The reactants are [C:1]([O:5][C:6](=[O:16])[NH:7][CH2:8][C:9]1[CH:14]=[CH:13][C:12]([Br:15])=[CH:11][CH:10]=1)([CH3:4])([CH3:3])[CH3:2].[CH3:17]I. The catalyst is CN(C=O)C. The product is [C:1]([O:5][C:6](=[O:16])[N:7]([CH2:8][C:9]1[CH:10]=[CH:11][C:12]([Br:15])=[CH:13][CH:14]=1)[CH3:17])([CH3:4])([CH3:2])[CH3:3]. The yield is 0.980. (3) The reactants are [F:1][C:2]1[CH:7]=[CH:6][CH:5]=[CH:4][C:3]=1[C:8](=O)[CH2:9][CH:10]([C:13]#[N:14])[C:11]#[N:12].[C:16]([OH:24])(=[S:23])[C:17]1[CH:22]=[CH:21][CH:20]=[CH:19][CH:18]=1.C(N(CC)CC)C.O. The catalyst is CO. The product is [C:17]1([C:16](=[O:24])[S:23][C:11]2[NH:12][C:8]([C:3]3[CH:4]=[CH:5][CH:6]=[CH:7][C:2]=3[F:1])=[CH:9][C:10]=2[C:13]#[N:14])[CH:22]=[CH:21][CH:20]=[CH:19][CH:18]=1. The yield is 0.800. (4) The reactants are F[C:2]1[C:7]([F:8])=[CH:6][C:5]([C:9]2[O:10][C:11]([C:14]3[C:15]([C:20]4[CH:25]=[CH:24][CH:23]=[CH:22][CH:21]=4)=[N:16][O:17][C:18]=3[CH3:19])=[N:12][N:13]=2)=[C:4]([O:26][CH3:27])[CH:3]=1.[CH2:28]([NH2:34])[CH:29]1[O:33][CH2:32][CH2:31][CH2:30]1. No catalyst specified. The product is [F:8][C:7]1[CH:6]=[C:5]([C:9]2[O:10][C:11]([C:14]3[C:15]([C:20]4[CH:21]=[CH:22][CH:23]=[CH:24][CH:25]=4)=[N:16][O:17][C:18]=3[CH3:19])=[N:12][N:13]=2)[C:4]([O:26][CH3:27])=[CH:3][C:2]=1[NH:34][CH2:28][CH:29]1[CH2:30][CH2:31][CH2:32][O:33]1. The yield is 0.530. (5) The reactants are [N:1]([O-])=O.[Na+].[F:5][C:6]1[CH:12]=[C:11]([N:13]2[CH2:18][CH2:17][O:16][CH2:15][CH2:14]2)[C:10]([F:19])=[CH:9][C:7]=1[NH2:8].Cl.[CH3:21][O:22][CH2:23][C:24](=[O:30])[CH2:25][C:26]([O:28][CH3:29])=[O:27].CC([O-])=O.[Na+].[OH-].[Na+]. The catalyst is O.CO. The product is [F:5][C:6]1[CH:12]=[C:11]([N:13]2[CH2:18][CH2:17][O:16][CH2:15][CH2:14]2)[C:10]([F:19])=[CH:9][C:7]=1[NH:8][N:1]=[C:25]([C:24](=[O:30])[CH2:23][O:22][CH3:21])[C:26]([O:28][CH3:29])=[O:27]. The yield is 0.640.